Dataset: Full USPTO retrosynthesis dataset with 1.9M reactions from patents (1976-2016). Task: Predict the reactants needed to synthesize the given product. (1) Given the product [CH2:1]([N:8]1[CH2:12][CH2:11][C@H:10]([O:13][C:14](=[O:26])[C:15]2[CH:20]=[CH:19][C:18]([NH2:21])=[C:17]([O:24][CH3:25])[CH:16]=2)[CH2:9]1)[C:2]1[CH:3]=[CH:4][CH:5]=[CH:6][CH:7]=1, predict the reactants needed to synthesize it. The reactants are: [CH2:1]([N:8]1[CH2:12][CH2:11][C@H:10]([O:13][C:14](=[O:26])[C:15]2[CH:20]=[CH:19][C:18]([N+:21]([O-])=O)=[C:17]([O:24][CH3:25])[CH:16]=2)[CH2:9]1)[C:2]1[CH:7]=[CH:6][CH:5]=[CH:4][CH:3]=1. (2) Given the product [OH:37][CH2:36][C:34]([N:2]1[CH2:3][CH2:4][CH:5]([NH:8][C:9]([C:11]2[C:15]3[N:16]=[CH:17][N:18]=[C:19]([C:20]4[CH:25]=[C:24]([F:26])[C:23]([OH:27])=[CH:22][C:21]=4[O:28][CH2:29][CH:30]4[CH2:32][CH2:31]4)[C:14]=3[NH:13][CH:12]=2)=[O:10])[CH2:6][CH2:7]1)=[O:35], predict the reactants needed to synthesize it. The reactants are: Cl.[NH:2]1[CH2:7][CH2:6][CH:5]([NH:8][C:9]([C:11]2[C:15]3[N:16]=[CH:17][N:18]=[C:19]([C:20]4[CH:25]=[C:24]([F:26])[C:23]([OH:27])=[CH:22][C:21]=4[O:28][CH2:29][CH:30]4[CH2:32][CH2:31]4)[C:14]=3[NH:13][CH:12]=2)=[O:10])[CH2:4][CH2:3]1.Cl[C:34]([CH2:36][O:37]C(=O)C)=[O:35]. (3) Given the product [F:24][C:25]([F:36])([F:35])[C:26]1[CH:27]=[C:28]([CH:32]=[CH:33][CH:34]=1)[C:29]([NH2:10])=[O:30], predict the reactants needed to synthesize it. The reactants are: COC1C=CC(C2C=CN=C(NC3C=C(N)C=CC=3C)[N:10]=2)=CC=1.[F:24][C:25]([F:36])([F:35])[C:26]1[CH:27]=[C:28]([CH:32]=[CH:33][CH:34]=1)[C:29](O)=[O:30].F[P-](F)(F)(F)(F)F.N1(O[P+](N(C)C)(N(C)C)N(C)C)C2C=CC=CC=2N=N1.CCN(C(C)C)C(C)C. (4) Given the product [Cl:1][C:2]1[CH:3]=[CH:4][C:5]([O:22][CH3:23])=[C:6]([C:8]2[CH:13]=[CH:12][C:11](/[C:14](/[CH3:21])=[CH:15]/[CH2:16][OH:17])=[CH:10][CH:9]=2)[CH:7]=1, predict the reactants needed to synthesize it. The reactants are: [Cl:1][C:2]1[CH:3]=[CH:4][C:5]([O:22][CH3:23])=[C:6]([C:8]2[CH:13]=[CH:12][C:11](/[C:14](/[CH3:21])=[CH:15]/[C:16](OCC)=[O:17])=[CH:10][CH:9]=2)[CH:7]=1.CC(C[AlH]CC(C)C)C. (5) Given the product [Cl:1][C:2]1[CH:3]=[CH:4][C:5]2[N:6]([C:20]([C:19]3[CH:23]=[CH:24][CH:25]=[CH:26][C:18]=3[F:17])=[N:9][N:8]=2)[N:7]=1, predict the reactants needed to synthesize it. The reactants are: [Cl:1][C:2]1[N:7]=[N:6][C:5]([NH:8][NH2:9])=[CH:4][CH:3]=1.C(N(CC)CC)C.[F:17][C:18]1[CH:26]=[CH:25][CH:24]=[CH:23][C:19]=1[C:20](O)=O. (6) Given the product [CH3:1][O:2][C:3]1[N:8]=[CH:7][C:6]([CH:9]([O:13][C:14]2[CH:15]=[C:16]3[C:20](=[CH:21][CH:22]=2)[N:19]([C:23]2[CH:28]=[CH:27][CH:26]=[CH:25][N:24]=2)[N:18]=[CH:17]3)[CH:10]([NH:12][S:39]([CH:36]2[CH2:38][CH2:37]2)(=[O:41])=[O:40])[CH3:11])=[CH:5][CH:4]=1, predict the reactants needed to synthesize it. The reactants are: [CH3:1][O:2][C:3]1[N:8]=[CH:7][C:6]([CH:9]([O:13][C:14]2[CH:15]=[C:16]3[C:20](=[CH:21][CH:22]=2)[N:19]([C:23]2[CH:28]=[CH:27][CH:26]=[CH:25][N:24]=2)[N:18]=[CH:17]3)[CH:10]([NH2:12])[CH3:11])=[CH:5][CH:4]=1.C(N(CC)CC)C.[CH:36]1([S:39](Cl)(=[O:41])=[O:40])[CH2:38][CH2:37]1.[NH4+].[Cl-].